Dataset: Catalyst prediction with 721,799 reactions and 888 catalyst types from USPTO. Task: Predict which catalyst facilitates the given reaction. (1) Reactant: [CH:1]1([CH2:6][CH2:7][C:8](Cl)=[O:9])[CH2:5][CH2:4][CH2:3][CH2:2]1.[Br:11][C:12]1[CH:18]=[C:17]([C:19]([F:22])([F:21])[F:20])[C:15]([NH2:16])=[C:14]([Cl:23])[CH:13]=1.O. Product: [Br:11][C:12]1[CH:18]=[C:17]([C:19]([F:22])([F:21])[F:20])[C:15]([NH:16][C:8](=[O:9])[CH2:7][CH2:6][CH:1]2[CH2:5][CH2:4][CH2:3][CH2:2]2)=[C:14]([Cl:23])[CH:13]=1. The catalyst class is: 10. (2) Reactant: [Cl:1][C:2]1[CH:3]=[C:4]([CH:30]=[CH:31][C:32]=1[F:33])[CH2:5][N:6]1[CH:20]=[C:19]([N:21]([CH3:26])[S:22]([CH3:25])(=[O:24])=[O:23])[C:18]2[N:11]3[CH2:12][CH2:13][N:14]([CH3:17])[C:15](=[O:16])[C:10]3=[C:9]([O:27]C)[C:8]=2[C:7]1=[O:29].B(Br)(Br)Br.CO. Product: [Cl:1][C:2]1[CH:3]=[C:4]([CH:30]=[CH:31][C:32]=1[F:33])[CH2:5][N:6]1[CH:20]=[C:19]([N:21]([S:22]([CH3:25])(=[O:23])=[O:24])[CH3:26])[C:18]2[N:11]3[CH2:12][CH2:13][N:14]([CH3:17])[C:15](=[O:16])[C:10]3=[C:9]([OH:27])[C:8]=2[C:7]1=[O:29]. The catalyst class is: 4. (3) Reactant: C(OC([N:8]1[C@H:13]([C:14]2[CH:19]=[C:18]([F:20])[C:17]([F:21])=[C:16]([F:22])[CH:15]=2)[CH2:12][O:11][CH2:10][C@@H:9]1[CH2:23][CH2:24][CH2:25][C:26]([OH:28])=[O:27])=O)(C)(C)C.[ClH:29]. Product: [ClH:29].[F:22][C:16]1[CH:15]=[C:14]([C@H:13]2[NH:8][C@@H:9]([CH2:23][CH2:24][CH2:25][C:26]([OH:28])=[O:27])[CH2:10][O:11][CH2:12]2)[CH:19]=[C:18]([F:20])[C:17]=1[F:21]. The catalyst class is: 57. (4) Reactant: [Br:1][C:2]1[CH:3]=[CH:4][C:5](I)=[C:6]([CH3:8])[CH:7]=1.[CH2:10]([O:17][C@@H:18]1[C@@H:23]([O:24][CH2:25][C:26]2[CH:31]=[CH:30][CH:29]=[CH:28][CH:27]=2)[C@H:22]([O:32][CH2:33][C:34]2[CH:39]=[CH:38][CH:37]=[CH:36][CH:35]=2)[C@H:21]([CH2:40][O:41][CH2:42][C:43]2[CH:48]=[CH:47][CH:46]=[CH:45][CH:44]=2)[O:20][C@@H:19]1[CH:49]=[O:50])[C:11]1[CH:16]=[CH:15][CH:14]=[CH:13][CH:12]=1.Cl. Product: [Br:1][C:2]1[CH:3]=[CH:4][C:5]([CH:49]([C@@H:19]2[C@H:18]([O:17][CH2:10][C:11]3[CH:12]=[CH:13][CH:14]=[CH:15][CH:16]=3)[C@@H:23]([O:24][CH2:25][C:26]3[CH:31]=[CH:30][CH:29]=[CH:28][CH:27]=3)[C@H:22]([O:32][CH2:33][C:34]3[CH:35]=[CH:36][CH:37]=[CH:38][CH:39]=3)[C@H:21]([CH2:40][O:41][CH2:42][C:43]3[CH:48]=[CH:47][CH:46]=[CH:45][CH:44]=3)[O:20]2)[OH:50])=[C:6]([CH3:8])[CH:7]=1. The catalyst class is: 28.